From a dataset of Reaction yield outcomes from USPTO patents with 853,638 reactions. Predict the reaction yield, written as a fraction of the theoretical maximum amount of product (1.0 means a 100% yield; for example, 0.34 means a 34% yield). (1) The reactants are [CH3:1][O:2][C:3]([NH:5][C@H:6]([C:10]([N:12]1[CH2:16][CH2:15][CH2:14][C@H:13]1[C:17]1[NH:18][C:19]2[CH:29]=[CH:28][C:27]3[C:22](=[CH:23][CH:24]=[C:25]4[C:37]5[CH:36]=[CH:35][C:34]([C:38]6[NH:42][C:41]([C@H:43]7[CH2:47][CH2:46][CH2:45][N:44]7[C:48](OC(C)(C)C)=[O:49])=[N:40][CH:39]=6)=[CH:33][C:32]=5[CH2:31][O:30][C:26]4=3)[C:20]=2[N:21]=1)=[O:11])[CH:7]([CH3:9])[CH3:8])=[O:4].Cl.[CH3:56][O:57][C:58]([NH:60][C@@H:61]([CH:65]([CH3:67])[CH3:66])C(O)=O)=[O:59].CN(C(ON1N=NC2C=CC=NC1=2)=[N+](C)C)C.F[P-](F)(F)(F)(F)F.C(N(C(C)C)CC)(C)C. The catalyst is CN(C)C=O.C(#N)C.CO.[OH-].[Na+].C(OCC)(=O)C.C(O)C. The product is [CH3:56][O:57][C:58](=[O:59])[NH:60][C@@H:61]([CH:65]([CH3:67])[CH3:66])[C:48]([N:44]1[CH2:45][CH2:46][CH2:47][C@@H:43]1[C:41]1[NH:42][C:38]([C:34]2[CH:35]=[CH:36][C:37]3[C:25]4[C:26](=[C:27]5[C:22](=[CH:23][CH:24]=4)[C:20]4[N:21]=[C:17]([C@@H:13]6[CH2:14][CH2:15][CH2:16][N:12]6[C:10](=[O:11])[C@@H:6]([NH:5][C:3]([O:2][CH3:1])=[O:4])[CH:7]([CH3:8])[CH3:9])[NH:18][C:19]=4[CH:29]=[CH:28]5)[O:30][CH2:31][C:32]=3[CH:33]=2)=[CH:39][N:40]=1)=[O:49]. The yield is 0.670. (2) The reactants are [OH:1][C:2]([C:5]1[CH:17]=[C:16]2[C:8]([C:9]3[C:10](B4OC(C)(C)C(C)(C)O4)=[CH:11][CH:12]=[C:13]([C:18]([NH2:20])=[O:19])[C:14]=3[NH:15]2)=[CH:7][CH:6]=1)([CH3:4])[CH3:3].Br[C:31]1[C:32]([CH3:49])=[C:33]([NH:37][C:38]2[C:47]3[C:42](=[C:43]([F:48])[CH:44]=[CH:45][CH:46]=3)[N:41]=[CH:40][N:39]=2)[CH:34]=[CH:35][CH:36]=1.C(=O)([O-])[O-].[Na+].[Na+]. The catalyst is C1(C)C=CC=CC=1.C(O)C.C1C=CC([P]([Pd]([P](C2C=CC=CC=2)(C2C=CC=CC=2)C2C=CC=CC=2)([P](C2C=CC=CC=2)(C2C=CC=CC=2)C2C=CC=CC=2)[P](C2C=CC=CC=2)(C2C=CC=CC=2)C2C=CC=CC=2)(C2C=CC=CC=2)C2C=CC=CC=2)=CC=1. The product is [F:48][C:43]1[CH:44]=[CH:45][CH:46]=[C:47]2[C:42]=1[N:41]=[CH:40][N:39]=[C:38]2[NH:37][C:33]1[C:32]([CH3:49])=[C:31]([C:10]2[C:9]3[C:8]4[C:16](=[CH:17][C:5]([C:2]([OH:1])([CH3:4])[CH3:3])=[CH:6][CH:7]=4)[NH:15][C:14]=3[C:13]([C:18]([NH2:20])=[O:19])=[CH:12][CH:11]=2)[CH:36]=[CH:35][CH:34]=1. The yield is 0.610.